Dataset: HIV replication inhibition screening data with 41,000+ compounds from the AIDS Antiviral Screen. Task: Binary Classification. Given a drug SMILES string, predict its activity (active/inactive) in a high-throughput screening assay against a specified biological target. (1) The compound is COc1ccc2c3c1OC1C4(CCC5C(C2)N(CC2CC2)CCC351)OCCO4. The result is 0 (inactive). (2) The drug is S=c1oc(CCCCCCCCc2nn(CNc3ccc(Cl)cc3)c(=S)o2)nn1CNc1ccc(Cl)cc1. The result is 0 (inactive). (3) The compound is CCOC(CC(O[Si](C)(C)C(C)(C)C)C1COC(=S)S1)OCC. The result is 0 (inactive). (4) The compound is O=S(=O)([O-])[OH+][Fe-2]12[N+](=C(c3ccccc3)c3cccc[n+]31)[N-]c1cccc[n+]12. The result is 0 (inactive). (5) The drug is CCOP(=O)(CC(=O)NC(C(N)=O)C(C)C)OCC. The result is 0 (inactive).